From a dataset of Catalyst prediction with 721,799 reactions and 888 catalyst types from USPTO. Predict which catalyst facilitates the given reaction. (1) Reactant: N(C(OCC)=O)=NC(OCC)=O.[O:13]1[CH2:18][CH2:17][N:16]([CH2:19]/[CH:20]=[CH:21]/[CH2:22][OH:23])[CH2:15][CH2:14]1.[Cl:24][C:25]1[CH:44]=[CH:43][C:28]([NH:29][C:30]2[C:39]3[C:34](=[CH:35][C:36](O)=[C:37]([O:40][CH3:41])[CH:38]=3)[N:33]=[CH:32][N:31]=2)=[C:27]([F:45])[CH:26]=1.C1(P(C2C=CC=CC=2)C2C=CC=CC=2)C=CC=CC=1.CCOCC.O1CCN(C/C=C/CO)CC1. Product: [ClH:24].[Cl:24][C:25]1[CH:44]=[CH:43][C:28]([NH:29][C:30]2[C:39]3[C:34](=[CH:35][C:36]([O:23][CH2:22]/[CH:21]=[CH:20]/[CH2:19][N:16]4[CH2:17][CH2:18][O:13][CH2:14][CH2:15]4)=[C:37]([O:40][CH3:41])[CH:38]=3)[N:33]=[CH:32][N:31]=2)=[C:27]([F:45])[CH:26]=1. The catalyst class is: 2. (2) Reactant: [C:1]([C:3]1[CH:8]=[CH:7][C:6]([N:9]2[C:16](=[O:17])[C:12]3([CH2:15][CH2:14][CH2:13]3)[N:11]([C:18]3[CH:23]=[CH:22][C:21]([CH2:24][CH2:25][CH2:26][C:27]([OH:29])=O)=[CH:20][CH:19]=3)[C:10]2=[S:30])=[CH:5][C:4]=1[C:31]([F:34])([F:33])[F:32])#[N:2].ClC1C=C(Cl)C=C(Cl)C=1C(Cl)=O.[CH3:47][S:48]([NH2:51])(=[O:50])=[O:49]. Product: [C:1]([C:3]1[CH:8]=[CH:7][C:6]([N:9]2[C:16](=[O:17])[C:12]3([CH2:15][CH2:14][CH2:13]3)[N:11]([C:18]3[CH:19]=[CH:20][C:21]([CH2:24][CH2:25][CH2:26][C:27]([NH:51][S:48]([CH3:47])(=[O:50])=[O:49])=[O:29])=[CH:22][CH:23]=3)[C:10]2=[S:30])=[CH:5][C:4]=1[C:31]([F:34])([F:32])[F:33])#[N:2]. The catalyst class is: 119. (3) Reactant: Br[C:2]1[CH:11]=[CH:10][C:5]([O:6][CH2:7][CH2:8][OH:9])=[C:4]([C:12]([F:15])([F:14])[F:13])[CH:3]=1.[CH3:16][C:17]1([CH3:33])[C:21]([CH3:23])([CH3:22])[O:20][B:19]([B:19]2[O:20][C:21]([CH3:23])([CH3:22])[C:17]([CH3:33])([CH3:16])[O:18]2)[O:18]1.C([O-])(=O)C.[K+]. Product: [CH3:16][C:17]1([CH3:33])[C:21]([CH3:23])([CH3:22])[O:20][B:19]([C:2]2[CH:11]=[CH:10][C:5]([O:6][CH2:7][CH2:8][OH:9])=[C:4]([C:12]([F:15])([F:14])[F:13])[CH:3]=2)[O:18]1. The catalyst class is: 155. (4) Reactant: [CH3:1][C:2]1[CH:7]=[CH:6][C:5]([O:8][C:9]2[N:14]=[CH:13][C:12]([NH:15][C:16]([C:18]3([NH:22]C(=O)OC(C)(C)C)[CH2:21][CH2:20][CH2:19]3)=[O:17])=[CH:11][CH:10]=2)=[CH:4][C:3]=1[O:30][CH3:31].C(O)(C(F)(F)F)=O. Product: [NH2:22][C:18]1([C:16]([NH:15][C:12]2[CH:13]=[N:14][C:9]([O:8][C:5]3[CH:6]=[CH:7][C:2]([CH3:1])=[C:3]([O:30][CH3:31])[CH:4]=3)=[CH:10][CH:11]=2)=[O:17])[CH2:21][CH2:20][CH2:19]1. The catalyst class is: 4. (5) Reactant: [NH2:1][C:2]1[CH:3]=[C:4]([CH:8]=[CH:9][C:10]=1[NH:11][CH2:12][CH2:13][CH2:14][NH:15][C:16]([O:18][C:19]([CH3:22])([CH3:21])[CH3:20])=[O:17])[C:5]([OH:7])=[O:6].CCN(C(C)C)C(C)C.Cl[Si](C)(C)C.[C:37](Cl)(=[O:41])[C:38](Cl)=[O:39].C(=O)(O)[O-].[Na+].C(O)(=O)CC(CC(O)=O)(C(O)=O)O. Product: [C:19]([O:18][C:16]([NH:15][CH2:14][CH2:13][CH2:12][N:11]1[C:10]2[C:2](=[CH:3][C:4]([C:5]([OH:7])=[O:6])=[CH:8][CH:9]=2)[NH:1][C:38](=[O:39])[C:37]1=[O:41])=[O:17])([CH3:22])([CH3:21])[CH3:20]. The catalyst class is: 4. (6) Reactant: [BH-](OC(C)=O)(OC(C)=O)OC(C)=O.[Na+].C1COCC1.[NH2:20][C:21]1[C:22]2[CH:35]=[C:34]([CH:36]=O)[S:33][C:23]=2[N:24]=[C:25]([C:27]2[S:28][CH:29]=[C:30]([CH3:32])[N:31]=2)[N:26]=1.[CH3:38][C@H:39]1[CH2:44][CH2:43][CH2:42][C@@H:41]([CH3:45])[NH:40]1. Product: [CH3:38][CH:39]1[CH2:44][CH2:43][CH2:42][CH:41]([CH3:45])[N:40]1[CH2:36][C:34]1[S:33][C:23]2[N:24]=[C:25]([C:27]3[S:28][CH:29]=[C:30]([CH3:32])[N:31]=3)[N:26]=[C:21]([NH2:20])[C:22]=2[CH:35]=1. The catalyst class is: 25.